This data is from Forward reaction prediction with 1.9M reactions from USPTO patents (1976-2016). The task is: Predict the product of the given reaction. (1) Given the reactants [CH2:1]1[CH:5]2[CH2:6][CH:7]([NH2:8])[CH:3]([CH2:4]2)[CH2:2]1.FC(F)(F)S(O[C:15]1[C:16]2[CH2:37][N:36]([CH3:38])[CH2:35][CH2:34][C:17]=2[N:18]=[C:19]([NH:21][C:22]2[CH:27]=[CH:26][C:25]([N:28]3[CH:32]=[CH:31][N:30]=[C:29]3[CH3:33])=[CH:24][CH:23]=2)[N:20]=1)(=O)=O, predict the reaction product. The product is: [CH:3]12[CH2:4][CH:5]([CH2:1][CH2:2]1)[CH2:6][C@H:7]2[NH:8][C:15]1[C:16]2[CH2:37][N:36]([CH3:38])[CH2:35][CH2:34][C:17]=2[N:18]=[C:19]([NH:21][C:22]2[CH:23]=[CH:24][C:25]([N:28]3[CH:32]=[CH:31][N:30]=[C:29]3[CH3:33])=[CH:26][CH:27]=2)[N:20]=1. (2) Given the reactants [NH3:1].Cl[C:3]1[C:8]([N+:9]([O-:11])=[O:10])=[CH:7][C:6]([CH3:12])=[C:5]([C:13]2[CH:18]=[CH:17][C:16]([O:19][C:20]([F:23])([F:22])[F:21])=[CH:15][C:14]=2[O:24][CH3:25])[N:4]=1, predict the reaction product. The product is: [CH3:25][O:24][C:14]1[CH:15]=[C:16]([O:19][C:20]([F:23])([F:22])[F:21])[CH:17]=[CH:18][C:13]=1[C:5]1[N:4]=[C:3]([NH2:1])[C:8]([N+:9]([O-:11])=[O:10])=[CH:7][C:6]=1[CH3:12]. (3) Given the reactants [Cl:1][C:2]1[C:3]([CH2:26][C:27]([OH:29])=O)=[N:4][C:5]([N:8]([CH2:16][C:17]([F:25])([F:24])[C:18]2[CH:23]=[CH:22][CH:21]=[CH:20][N:19]=2)C(OC(C)(C)C)=O)=[CH:6][CH:7]=1.[F:30][C:31]1[CH:38]=[CH:37][CH:36]=[CH:35][C:32]=1[CH2:33][NH2:34], predict the reaction product. The product is: [Cl:1][C:2]1[C:3]([CH2:26][C:27]([NH:34][CH2:33][C:32]2[CH:35]=[CH:36][CH:37]=[CH:38][C:31]=2[F:30])=[O:29])=[N:4][C:5]([NH:8][CH2:16][C:17]([F:24])([F:25])[C:18]2[CH:23]=[CH:22][CH:21]=[CH:20][N:19]=2)=[CH:6][CH:7]=1. (4) Given the reactants [C:1]1([C:7]2OC(S)=[N:9][N:8]=2)C=CC=CC=1.[C:13]([OH:21])(=[O:20])[C:14]1[CH:19]=[CH:18][CH:17]=[CH:16][CH:15]=1.[OH-:22].[Na+].Cl, predict the reaction product. The product is: [O:22]1[CH:1]=[C:7]([C:19]2[C:14]([C:13]([OH:21])=[O:20])=[CH:15][CH:16]=[CH:17][CH:18]=2)[N:8]=[N:9]1. (5) Given the reactants [CH2:1]([O:8][C:9]1[N:14]=[C:13]([CH:15]=[O:16])[CH:12]=[CH:11][C:10]=1[N+:17]([O-:19])=[O:18])[C:2]1[CH:7]=[CH:6][CH:5]=[CH:4][CH:3]=1.S(=O)(=O)([OH:22])N.[O-]Cl=O.[Na+].CCOC(C)=O, predict the reaction product. The product is: [CH2:1]([O:8][C:9]1[N:14]=[C:13]([C:15]([OH:22])=[O:16])[CH:12]=[CH:11][C:10]=1[N+:17]([O-:19])=[O:18])[C:2]1[CH:3]=[CH:4][CH:5]=[CH:6][CH:7]=1.